This data is from Forward reaction prediction with 1.9M reactions from USPTO patents (1976-2016). The task is: Predict the product of the given reaction. (1) Given the reactants [H-].[Na+].[N+:3]([C:6]1[CH:7]=[C:8](CC#N)[CH:9]=[CH:10][CH:11]=1)([O-:5])=[O:4].BrCC[O:18][CH:19]1[CH2:24][CH2:23][CH2:22][CH2:21][O:20]1.[Cl-].[NH4+].[CH3:27][N:28](C)C=O, predict the reaction product. The product is: [OH:20][CH2:21][CH2:22][C:23]([CH2:24][CH2:19][OH:18])([C:8]1[CH:9]=[CH:10][CH:11]=[C:6]([N+:3]([O-:5])=[O:4])[CH:7]=1)[C:27]#[N:28]. (2) Given the reactants [CH:1]1([C:4]2[NH:5][C:6]([C:19]3[CH:24]=[CH:23][C:22]([F:25])=[CH:21][C:20]=3[F:26])=[C:7]([C:9]3[N:14]=[C:13](N)[C:12]([N+:16]([O-:18])=[O:17])=[CH:11][CH:10]=3)[N:8]=2)[CH2:3][CH2:2]1.[OH:27]S(O)(=O)=O.N([O-])=O.[Na+].OP([O-])(O)=O.[Na+].[OH-].[Na+], predict the reaction product. The product is: [CH:1]1([C:4]2[NH:5][C:6]([C:19]3[CH:24]=[CH:23][C:22]([F:25])=[CH:21][C:20]=3[F:26])=[C:7]([C:9]3[N:14]=[C:13]([OH:27])[C:12]([N+:16]([O-:18])=[O:17])=[CH:11][CH:10]=3)[N:8]=2)[CH2:3][CH2:2]1. (3) Given the reactants N1(O[C:11]([CH:13]=[CH:14][C:15]2[CH:24]=[CH:23][C:18]([C:19]([O:21][CH3:22])=[O:20])=[CH:17][CH:16]=2)=[O:12])C2C=CC=CC=2N=N1.CCN(CC)CC.[CH3:32][O:33][C:34]1[CH:35]=[C:36]([CH:38]=[C:39]([O:43][CH3:44])[C:40]=1[O:41][CH3:42])[NH2:37], predict the reaction product. The product is: [CH3:44][O:43][C:39]1[CH:38]=[C:36]([NH:37][C:11]([CH:13]=[CH:14][C:15]2[CH:16]=[CH:17][C:18]([C:19]([O:21][CH3:22])=[O:20])=[CH:23][CH:24]=2)=[O:12])[CH:35]=[C:34]([O:33][CH3:32])[C:40]=1[O:41][CH3:42]. (4) The product is: [F:24][C:22]([F:23])([F:25])[O:21][C:18]1[CH:17]=[CH:16][C:15]([C:14]([CH:11]2[CH2:12][CH2:13][NH:8][CH2:9][CH2:10]2)=[O:26])=[CH:20][CH:19]=1. Given the reactants C([N:8]1[CH2:13][CH2:12][CH:11]([C:14](=[O:26])[C:15]2[CH:20]=[CH:19][C:18]([O:21][C:22]([F:25])([F:24])[F:23])=[CH:17][CH:16]=2)[CH2:10][CH2:9]1)C1C=CC=CC=1.ClC(OCCCl)=O, predict the reaction product. (5) Given the reactants [CH3:1][O:2][C:3]([C:5]1[CH:6]=[C:7]([C:12]2[CH:17]=[CH:16][C:15]([CH3:18])=[CH:14][CH:13]=2)[CH:8]=[C:9]([NH2:11])[CH:10]=1)=[O:4].C(N(CC)CC)C.ClCCl.[C:29](Cl)(=[O:33])[CH:30]([CH3:32])[CH3:31], predict the reaction product. The product is: [CH3:1][O:2][C:3]([C:5]1[CH:6]=[C:7]([C:12]2[CH:17]=[CH:16][C:15]([CH3:18])=[CH:14][CH:13]=2)[CH:8]=[C:9]([NH:11][C:29](=[O:33])[CH:30]([CH3:32])[CH3:31])[CH:10]=1)=[O:4]. (6) Given the reactants [Cl:1][C:2]1[CH:7]=[C:6]([Cl:8])[CH:5]=[CH:4][C:3]=1[C:9]1[N:10]=[C:11]([CH2:30][CH3:31])[C:12]([NH:17][C@@H:18]2[C:26]3[C:21](=[CH:22][CH:23]=[CH:24][CH:25]=3)[CH2:20][C@@H:19]2[O:27][CH2:28][CH3:29])=[N:13][C:14]=1[CH2:15]C.[CH:32]1(C2C(N[C@@H]3C4C(=CC=CC=4)C[C@@H]3O)=NC(C)=C(C3C=CC(Cl)=CC=3Cl)N=2)CC1, predict the reaction product. The product is: [CH:30]1([C:11]2[C:12]([NH:17][C@@H:18]3[C:26]4[C:21](=[CH:22][CH:23]=[CH:24][CH:25]=4)[CH2:20][C@@H:19]3[O:27][CH2:28][CH3:29])=[N:13][C:14]([CH3:15])=[C:9]([C:3]3[CH:4]=[CH:5][C:6]([Cl:8])=[CH:7][C:2]=3[Cl:1])[N:10]=2)[CH2:32][CH2:31]1. (7) Given the reactants [Cl:1][C:2]1[CH:3]=[CH:4][C:5]2[C:6]3[C:14]([NH:15][C@@H:16]4[CH2:21][CH2:20][C:19](=[O:22])[CH2:18][C@H:17]4[CH3:23])=[N:13][CH:12]=[C:11]([C:24]#[N:25])[C:7]=3[NH:8][C:9]=2[CH:10]=1.[BH4-].[Na+].[Cl-].[NH4+], predict the reaction product. The product is: [Cl:1][C:2]1[CH:3]=[CH:4][C:5]2[C:6]3[C:14]([NH:15][C@@H:16]4[CH2:21][CH2:20][C@@H:19]([OH:22])[CH2:18][C@H:17]4[CH3:23])=[N:13][CH:12]=[C:11]([C:24]#[N:25])[C:7]=3[NH:8][C:9]=2[CH:10]=1. (8) Given the reactants [C:1]([C:5]1[CH:10]=[CH:9][C:8]([S:11]([NH:14][C:15]2[CH:19]=[CH:18][S:17][C:16]=2[C:20]([O:22]C)=[O:21])(=[O:13])=[O:12])=[C:7]([O:24]C)[CH:6]=1)([CH3:4])([CH3:3])[CH3:2].B(Br)(Br)Br, predict the reaction product. The product is: [C:1]([C:5]1[CH:10]=[CH:9][C:8]([S:11]([NH:14][C:15]2[CH:19]=[CH:18][S:17][C:16]=2[C:20]([OH:22])=[O:21])(=[O:13])=[O:12])=[C:7]([OH:24])[CH:6]=1)([CH3:4])([CH3:2])[CH3:3]. (9) Given the reactants [O:1]=[C:2]1[NH:7][C:6]2[CH:8]=[C:9]([C:12](OC)=[O:13])[CH:10]=[N:11][C:5]=2[N:4]2[CH2:16][CH2:17][CH2:18][CH2:19][CH:3]12.[H-].[Na+].[H-].[Al+3].[Li+].[H-].[H-].[H-].CO, predict the reaction product. The product is: [OH:13][CH2:12][C:9]1[CH:10]=[N:11][C:5]2[N:4]3[CH2:16][CH2:17][CH2:18][CH2:19][CH:3]3[C:2](=[O:1])[NH:7][C:6]=2[CH:8]=1. (10) Given the reactants [C:1]([O:4][CH2:5][CH:6]([C:12]1[CH:17]=[CH:16][C:15]([NH2:18])=[CH:14][CH:13]=1)[CH2:7][O:8][C:9](=[O:11])[CH3:10])(=[O:3])[CH3:2].C1C(=O)N([Br:26])C(=O)C1, predict the reaction product. The product is: [C:9]([O:8][CH2:7][CH:6]([C:12]1[CH:17]=[CH:16][C:15]([NH2:18])=[C:14]([Br:26])[CH:13]=1)[CH2:5][O:4][C:1](=[O:3])[CH3:2])(=[O:11])[CH3:10].